From a dataset of Catalyst prediction with 721,799 reactions and 888 catalyst types from USPTO. Predict which catalyst facilitates the given reaction. (1) Reactant: [NH2:1][C:2]1[CH:3]=[C:4](/[C:8](/[C:13]2[CH:18]=[CH:17][CH:16]=[CH:15][CH:14]=2)=[CH:9]\[C:10]([O-:12])=[O:11])[CH:5]=[CH:6][CH:7]=1.[CH3:19][O:20][C:21]1[CH:26]=[CH:25][C:24]([S:27](Cl)(=[O:29])=[O:28])=[CH:23][CH:22]=1.Cl.[C:32](OCC)(=O)[CH3:33]. Product: [CH3:19][O:20][C:21]1[CH:26]=[CH:25][C:24]([S:27]([NH:1][C:2]2[CH:3]=[C:4](/[C:8](/[C:13]3[CH:14]=[CH:15][CH:16]=[CH:17][CH:18]=3)=[CH:9]\[C:10]([O:12][CH2:32][CH3:33])=[O:11])[CH:5]=[CH:6][CH:7]=2)(=[O:29])=[O:28])=[CH:23][CH:22]=1. The catalyst class is: 17. (2) Reactant: [CH3:1][C:2]1[N:7]=[CH:6][C:5]([OH:8])=[CH:4][CH:3]=1.C(=O)([O-])[O-].[Cs+].[Cs+].Br[CH2:16][CH:17]1[CH2:19][CH2:18]1.O. Product: [CH:17]1([CH2:16][O:8][C:5]2[CH:4]=[CH:3][C:2]([CH3:1])=[N:7][CH:6]=2)[CH2:19][CH2:18]1. The catalyst class is: 3. (3) Product: [NH2:1][C:2]1[N:7]=[C:6]([C:8]2[CH:9]=[C:10]3[C:11]([C:12]([NH2:13])=[N:24][NH:25]3)=[CH:14][CH:15]=2)[CH:5]=[C:4]([C:17]2[CH:18]=[CH:19][CH:20]=[CH:21][CH:22]=2)[N:3]=1. Reactant: [NH2:1][C:2]1[N:7]=[C:6]([C:8]2[CH:15]=[CH:14][C:11]([C:12]#[N:13])=[C:10](F)[CH:9]=2)[CH:5]=[C:4]([C:17]2[CH:22]=[CH:21][CH:20]=[CH:19][CH:18]=2)[N:3]=1.O.[NH2:24][NH2:25]. The catalyst class is: 14. (4) Reactant: [H-].[H-].[H-].[H-].[Al+3].[Li+].[CH3:7][C:8]1[CH:9]=[C:10]([S:15]C#N)[CH:11]=[CH:12][C:13]=1[OH:14]. Product: [OH:14][C:13]1[CH:12]=[CH:11][C:10]([SH:15])=[CH:9][C:8]=1[CH3:7]. The catalyst class is: 7.